Dataset: Forward reaction prediction with 1.9M reactions from USPTO patents (1976-2016). Task: Predict the product of the given reaction. (1) The product is: [F:23][C:20]([F:22])([F:21])[C:18]1[CH:17]=[C:16]([C@@H:24]([N:26]([CH3:45])[C:27]([N:29]2[CH2:34][CH2:33][C:32](=[O:9])[NH:35][CH2:31][C@@H:30]2[C:37]2[CH:42]=[CH:41][C:40]([F:43])=[CH:39][C:38]=2[CH3:44])=[O:28])[CH3:25])[CH:15]=[C:14]([C:13]([F:47])([F:46])[F:12])[CH:19]=1. Given the reactants CC1C=CC(S(Cl)(=O)=[O:9])=CC=1.[F:12][C:13]([F:47])([F:46])[C:14]1[CH:15]=[C:16]([C@@H:24]([N:26]([CH3:45])[C:27]([N:29]2[CH2:34][CH2:33]/[C:32](=[N:35]/O)/[CH2:31][C@@H:30]2[C:37]2[CH:42]=[CH:41][C:40]([F:43])=[CH:39][C:38]=2[CH3:44])=[O:28])[CH3:25])[CH:17]=[C:18]([C:20]([F:23])([F:22])[F:21])[CH:19]=1, predict the reaction product. (2) The product is: [N:18]1([CH2:2][C:3]([CH:5]2[CH2:10][CH2:9][N:8]([C:11]([O:13][C:14]([CH3:17])([CH3:16])[CH3:15])=[O:12])[CH2:7][CH2:6]2)=[O:4])[CH2:22][CH2:21][CH2:20][CH2:19]1. Given the reactants Br[CH2:2][C:3]([CH:5]1[CH2:10][CH2:9][N:8]([C:11]([O:13][C:14]([CH3:17])([CH3:16])[CH3:15])=[O:12])[CH2:7][CH2:6]1)=[O:4].[NH:18]1[CH2:22][CH2:21][CH2:20][CH2:19]1.C(N(CC)CC)C.Cl, predict the reaction product. (3) Given the reactants [CH:1]1([CH2:4][N:5]2[CH2:25][CH2:24][C@@:12]34[C:13]5[C:18]6[CH2:19][C@@H:6]2[C@H:7]3[CH2:8][C@H:9]([C@:27]([OH:33])([C:29]([CH3:32])([CH3:31])[CH3:30])[CH3:28])[C@H:10]([OH:26])[C@@H:11]4[O:23][C:14]=5[C:15]([OH:22])=[C:16]2[CH2:21][CH2:20][C:17]2=6)C[CH2:2]1.C(N1CC[C@@]23C4C5C[C@@H]1[C@H]2C[C@H]([C@](O)(C(C)(C)C)C)[C@H](OC)[C@@H]3OC=4C(O)=C1CCC1=5)C=C.C[C@@](O)(C(C)(C)C)[C@@H]1[C@]2(OC)[C@@H]3OC4=C(O)C=CC5=C4[C@]43CCN(CC3CC3)[C@H](C5)[C@@]4(CC2)C1, predict the reaction product. The product is: [CH2:4]([N:5]1[CH2:25][CH2:24][C@@:12]23[C:13]4[C:18]5[CH2:19][C@@H:6]1[C@H:7]2[CH2:8][C@H:9]([C@:27]([OH:33])([C:29]([CH3:32])([CH3:31])[CH3:30])[CH3:28])[C@H:10]([OH:26])[C@@H:11]3[O:23][C:14]=4[C:15]([OH:22])=[C:16]1[CH2:21][CH2:20][C:17]1=5)[CH:1]=[CH2:2]. (4) Given the reactants [H-].[Na+].[CH3:3][O:4][C:5]1[CH:10]=[CH:9][C:8]([C@@H:11]2[C@@H:16]([O:17][CH2:18][C:19]3[CH:20]=[CH:21][C:22]4[O:27][CH2:26][CH2:25][N:24]([CH2:28][CH2:29][CH2:30][O:31][CH3:32])[C:23]=4[CH:33]=3)[CH2:15][N:14]([S:34]([C:37]3[CH:42]=[CH:41][C:40]([CH3:43])=[CH:39][CH:38]=3)(=[O:36])=[O:35])[CH2:13][C@H:12]2[OH:44])=[CH:7][CH:6]=1.Br[CH2:46][C:47]([O:49][CH3:50])=[O:48], predict the reaction product. The product is: [CH3:3][O:4][C:5]1[CH:10]=[CH:9][C:8]([C@@H:11]2[C@@H:16]([O:17][CH2:18][C:19]3[CH:20]=[CH:21][C:22]4[O:27][CH2:26][CH2:25][N:24]([CH2:28][CH2:29][CH2:30][O:31][CH3:32])[C:23]=4[CH:33]=3)[CH2:15][N:14]([S:34]([C:37]3[CH:38]=[CH:39][C:40]([CH3:43])=[CH:41][CH:42]=3)(=[O:35])=[O:36])[CH2:13][C@H:12]2[O:44][CH2:46][C:47]([O:49][CH3:50])=[O:48])=[CH:7][CH:6]=1. (5) Given the reactants [N:1]1[CH:6]=[CH:5][C:4]([C:7]2[O:8][C:9]3([CH2:16][CH2:15][CH2:14][CH2:13]3)[C:10](=[O:12])[CH:11]=2)=[CH:3][CH:2]=1.C1C(=O)N([Br:24])C(=O)C1, predict the reaction product. The product is: [Br:24][C:11]1[C:10](=[O:12])[C:9]2([CH2:16][CH2:15][CH2:14][CH2:13]2)[O:8][C:7]=1[C:4]1[CH:5]=[CH:6][N:1]=[CH:2][CH:3]=1.